This data is from Ames mutagenicity test results for genotoxicity prediction. The task is: Regression/Classification. Given a drug SMILES string, predict its toxicity properties. Task type varies by dataset: regression for continuous values (e.g., LD50, hERG inhibition percentage) or binary classification for toxic/non-toxic outcomes (e.g., AMES mutagenicity, cardiotoxicity, hepatotoxicity). Dataset: ames. (1) The drug is COc1cc2nc3ccccc3c(O)c2cc1OC. The result is 1 (mutagenic). (2) The compound is CCc1cccc2cc([C@H](O)CNC(C)(C)C)oc12. The result is 0 (non-mutagenic).